This data is from Forward reaction prediction with 1.9M reactions from USPTO patents (1976-2016). The task is: Predict the product of the given reaction. (1) The product is: [ClH:33].[CH2:9]1[C:10]2[C:15](=[CH:14][CH:13]=[CH:12][C:11]=2[C:18]([NH:19][C:20]2([C:29]([OH:31])=[O:30])[CH2:28][C:27]3[C:22](=[CH:23][CH:24]=[CH:25][CH:26]=3)[CH2:21]2)=[O:32])[CH2:16][CH2:17][NH:8]1. Given the reactants C(OC([N:8]1[CH2:17][CH2:16][C:15]2[C:10](=[C:11]([C:18](=[O:32])[NH:19][C:20]3([C:29]([OH:31])=[O:30])[CH2:28][C:27]4[C:22](=[CH:23][CH:24]=[CH:25][CH:26]=4)[CH2:21]3)[CH:12]=[CH:13][CH:14]=2)[CH2:9]1)=O)(C)(C)C.[ClH:33], predict the reaction product. (2) Given the reactants [CH2:1]([C:8]1[CH:9]=[N:10][C:11]2[C:16]([C:17]=1[C:18]1[CH:19]=[C:20]([NH2:24])[CH:21]=[CH:22][CH:23]=1)=[CH:15][CH:14]=[CH:13][C:12]=2[C:25]([F:28])([F:27])[F:26])[C:2]1[CH:7]=[CH:6][CH:5]=[CH:4][CH:3]=1.[CH2:29]([O:31][C:32]1[C:33]([OH:40])=[CH:34][CH:35]=[C:36]([CH:39]=1)[CH:37]=O)[CH3:30], predict the reaction product. The product is: [CH2:1]([C:8]1[CH:9]=[N:10][C:11]2[C:16]([C:17]=1[C:18]1[CH:19]=[C:20]([NH:24][CH2:37][C:36]3[CH:35]=[CH:34][C:33]([OH:40])=[C:32]([O:31][CH2:29][CH3:30])[CH:39]=3)[CH:21]=[CH:22][CH:23]=1)=[CH:15][CH:14]=[CH:13][C:12]=2[C:25]([F:28])([F:26])[F:27])[C:2]1[CH:3]=[CH:4][CH:5]=[CH:6][CH:7]=1. (3) Given the reactants [Br:1][C:2]1[CH:3]=[C:4]([F:9])[C:5](Cl)=[N:6][CH:7]=1.[Na+].[I-:11].Cl[Si](C)(C)C, predict the reaction product. The product is: [Br:1][C:2]1[CH:3]=[C:4]([F:9])[C:5]([I:11])=[N:6][CH:7]=1. (4) Given the reactants Cl[CH2:2][C:3]1[C:4]([S:9][CH:10]2[CH2:13][CH2:12][CH2:11]2)=[N:5][CH:6]=[CH:7][CH:8]=1.C[O:15][C:16]([CH:18]1[CH2:20][CH:19]1[C:21]1[CH:26]=[CH:25][C:24]([OH:27])=[C:23]([F:28])[CH:22]=1)=[O:17], predict the reaction product. The product is: [CH:10]1([S:9][C:4]2[C:3]([CH2:2][O:27][C:24]3[CH:25]=[CH:26][C:21]([CH:19]4[CH2:20][CH:18]4[C:16]([OH:17])=[O:15])=[CH:22][C:23]=3[F:28])=[CH:8][CH:7]=[CH:6][N:5]=2)[CH2:13][CH2:12][CH2:11]1. (5) Given the reactants C1[O:5][CH2:4][O:3][CH2:2]1.[CH3:6][C:7]([CH2:9]C)=[O:8].CO.[CH2:13]([OH:17])[CH2:14][CH2:15][CH3:16], predict the reaction product. The product is: [CH3:2][O:3][C:4](=[O:5])[CH3:6].[CH3:6][C:7]([CH3:9])=[O:8].[CH2:13]([OH:17])[CH3:14].[CH2:13]([OH:17])[CH2:14][CH2:15][CH3:16].